The task is: Predict the reaction yield, written as a fraction of the theoretical maximum amount of product (1.0 means a 100% yield; for example, 0.34 means a 34% yield).. This data is from Reaction yield outcomes from USPTO patents with 853,638 reactions. The reactants are [C:1]([C:3]1[CH:12]=[CH:11][C:6]([C:7](=[O:10])[CH2:8][Br:9])=[CH:5][CH:4]=1)#[N:2].[N:13]1[CH:18]=[CH:17][CH:16]=[CH:15][CH:14]=1. The catalyst is C(#N)C. The product is [Br-:9].[C:1]([C:3]1[CH:12]=[CH:11][C:6]([C:7](=[O:10])[CH2:8][N+:13]2[CH:18]=[CH:17][CH:16]=[CH:15][CH:14]=2)=[CH:5][CH:4]=1)#[N:2]. The yield is 1.00.